From a dataset of Peptide-MHC class I binding affinity with 185,985 pairs from IEDB/IMGT. Regression. Given a peptide amino acid sequence and an MHC pseudo amino acid sequence, predict their binding affinity value. This is MHC class I binding data. (1) The peptide sequence is NRYFYCQL. The MHC is HLA-A02:01 with pseudo-sequence HLA-A02:01. The binding affinity (normalized) is 0.00663. (2) The peptide sequence is SDHLISEML. The MHC is HLA-B44:02 with pseudo-sequence HLA-B44:02. The binding affinity (normalized) is 0.130. (3) The peptide sequence is ETFGFEIQSY. The MHC is HLA-B58:01 with pseudo-sequence HLA-B58:01. The binding affinity (normalized) is 0.0930. (4) The peptide sequence is HVLSLVFGK. The MHC is HLA-A02:01 with pseudo-sequence HLA-A02:01. The binding affinity (normalized) is 0.213. (5) The peptide sequence is VPGLSPEAL. The MHC is HLA-B15:01 with pseudo-sequence HLA-B15:01. The binding affinity (normalized) is 0.213. (6) The peptide sequence is KRASGDPYF. The MHC is HLA-A31:01 with pseudo-sequence HLA-A31:01. The binding affinity (normalized) is 0.0847.